Dataset: Reaction yield outcomes from USPTO patents with 853,638 reactions. Task: Predict the reaction yield, written as a fraction of the theoretical maximum amount of product (1.0 means a 100% yield; for example, 0.34 means a 34% yield). (1) The reactants are [C:1]([O:5][C:6](=[O:26])[NH:7][C@H:8]1[CH2:13][CH2:12][CH2:11][CH2:10][C@H:9]1[NH:14][C:15]1[N:16]=[CH:17][C:18]2[CH:24]=[N:23][CH:22]=[C:21](I)[C:19]=2[N:20]=1)([CH3:4])([CH3:3])[CH3:2].[CH3:27][N:28]1[CH:32]=[C:31](B(O)O)[CH:30]=[N:29]1. No catalyst specified. The product is [C:1]([O:5][C:6](=[O:26])[NH:7][C@H:8]1[CH2:13][CH2:12][CH2:11][CH2:10][C@H:9]1[NH:14][C:15]1[N:16]=[CH:17][C:18]2[CH:24]=[N:23][CH:22]=[C:21]([C:31]3[CH:30]=[N:29][N:28]([CH3:27])[CH:32]=3)[C:19]=2[N:20]=1)([CH3:4])([CH3:3])[CH3:2]. The yield is 0.416. (2) The reactants are [Br:1][C:2]1[CH:3]=[CH:4][C:5]2[S:9][C:8]([CH2:10]Br)=[N:7][C:6]=2[CH:12]=1.[F:13][C:14]1[C:22]([OH:23])=[CH:21][CH:20]=[C:19]([F:24])[C:15]=1[C:16]([NH2:18])=[O:17].C(=O)([O-])[O-].[K+].[K+].O. The catalyst is CN(C=O)C. The product is [Br:1][C:2]1[CH:3]=[CH:4][C:5]2[S:9][C:8]([CH2:10][O:23][C:22]3[C:14]([F:13])=[C:15]([C:19]([F:24])=[CH:20][CH:21]=3)[C:16]([NH2:18])=[O:17])=[N:7][C:6]=2[CH:12]=1. The yield is 0.760. (3) The reactants are [C:1]([O:5][C:6]([NH:8][CH:9]1[CH2:14][CH2:13][CH:12]([NH:15][C:16]2[C:17]([CH2:27][CH3:28])=[C:18]([CH:23]=[C:24]([Cl:26])[CH:25]=2)[C:19]([O:21][CH3:22])=[O:20])[CH2:11][CH2:10]1)=[O:7])([CH3:4])([CH3:3])[CH3:2].[CH:29](=O)[CH3:30].C(O)(=O)C.C(O[BH-](OC(=O)C)OC(=O)C)(=O)C.[Na+].ClC(Cl)C.C([O-])(O)=O.[Na+]. The catalyst is ClCCCl.O. The product is [C:1]([O:5][C:6]([NH:8][CH:9]1[CH2:14][CH2:13][CH:12]([N:15]([CH2:29][CH3:30])[C:16]2[C:17]([CH2:27][CH3:28])=[C:18]([CH:23]=[C:24]([Cl:26])[CH:25]=2)[C:19]([O:21][CH3:22])=[O:20])[CH2:11][CH2:10]1)=[O:7])([CH3:4])([CH3:3])[CH3:2]. The yield is 0.730. (4) The reactants are [Si:1]([O:8][CH2:9][C:10]1[C:15]([O:16][CH3:17])=[CH:14][C:13]([NH:18][C:19](=[O:22])[CH:20]=[CH2:21])=[C:12]([Cl:23])[CH:11]=1)([C:4]([CH3:7])([CH3:6])[CH3:5])([CH3:3])[CH3:2].[OH:24][C:25]([C:42]1[S:43][CH:44]=[CH:45][CH:46]=1)([C:37]1[S:38][CH:39]=[CH:40][CH:41]=1)[C:26]([O:28][C@H:29]1[CH2:34][CH2:33][C@H:32]([NH:35][CH3:36])[CH2:31][CH2:30]1)=[O:27]. The catalyst is C(Cl)Cl. The product is [OH:24][C:25]([C:37]1[S:38][CH:39]=[CH:40][CH:41]=1)([C:42]1[S:43][CH:44]=[CH:45][CH:46]=1)[C:26]([O:28][C@H:29]1[CH2:30][CH2:31][C@H:32]([N:35]([CH2:21][CH2:20][C:19]([NH:18][C:13]2[CH:14]=[C:15]([O:16][CH3:17])[C:10]([CH2:9][O:8][Si:1]([C:4]([CH3:7])([CH3:6])[CH3:5])([CH3:3])[CH3:2])=[CH:11][C:12]=2[Cl:23])=[O:22])[CH3:36])[CH2:33][CH2:34]1)=[O:27]. The yield is 0.490. (5) The reactants are Cl.[C:2]([CH:5]1[CH:10]2[CH:6]1[CH2:7][N:8](C(OC(C)(C)C)=O)[CH2:9]2)(=[O:4])[NH2:3].C(Cl)[Cl:19]. The catalyst is CO. The product is [ClH:19].[CH:6]12[CH:5]([C:2]([NH2:3])=[O:4])[CH:10]1[CH2:9][NH:8][CH2:7]2. The yield is 1.00. (6) The reactants are [CH2:1]([S:16][CH2:17][CH2:18][C:19]([O:21][CH3:22])=[O:20])[CH2:2][CH2:3][CH2:4]/[CH:5]=[CH:6]\[CH2:7][CH2:8][CH2:9][CH2:10][CH2:11][CH2:12][CH2:13][C:14]#[CH:15].[CH3:23][C:24]1[CH:29]=[CH:28][C:27]([S:30]([O:33][CH2:34][CH2:35][N:36]=[N+:37]=[N-:38])(=[O:32])=[O:31])=[CH:26][CH:25]=1.C(N(CC)C(C)C)(C)C. The catalyst is C(Cl)(Cl)Cl.[Cu]I. The product is [S:30]([O:33][CH2:34][CH2:35][N:36]1[CH:15]=[C:14]([CH2:13][CH2:12][CH2:11][CH2:10][CH2:9][CH2:8][CH2:7]/[CH:6]=[CH:5]\[CH2:4][CH2:3][CH2:2][CH2:1][S:16][CH2:17][CH2:18][C:19]([O:21][CH3:22])=[O:20])[N:38]=[N:37]1)([C:27]1[CH:26]=[CH:25][C:24]([CH3:23])=[CH:29][CH:28]=1)(=[O:32])=[O:31]. The yield is 0.720. (7) The reactants are [F:1][C:2]1[CH:7]=[CH:6][CH:5]=[C:4]([F:8])[C:3]=1[C:9]1[O:10][C:11]([NH:16][C:17]2[CH:22]=[CH:21][C:20]([N:23]3[CH2:28][CH2:27][O:26][CH2:25][CH2:24]3)=[CH:19][CH:18]=2)=[C:12]([C:14]#[N:15])[N:13]=1.C(=O)(O)[O-:30].[Na+]. The catalyst is S(=O)(=O)(O)O. The product is [F:1][C:2]1[CH:7]=[CH:6][CH:5]=[C:4]([F:8])[C:3]=1[C:9]1[O:10][C:11]([NH:16][C:17]2[CH:18]=[CH:19][C:20]([N:23]3[CH2:24][CH2:25][O:26][CH2:27][CH2:28]3)=[CH:21][CH:22]=2)=[C:12]([C:14]([NH2:15])=[O:30])[N:13]=1. The yield is 0.850.